This data is from Forward reaction prediction with 1.9M reactions from USPTO patents (1976-2016). The task is: Predict the product of the given reaction. (1) Given the reactants C1COCC1.Br[C:7]1[CH:12]=[CH:11][C:10]([C:13]2[CH:18]=[C:17]([F:19])[CH:16]=[C:15]([F:20])[CH:14]=2)=[C:9]([F:21])[CH:8]=1.[C:22](=[O:24])=[O:23], predict the reaction product. The product is: [F:21][C:9]1[CH:8]=[C:7]([C:22]([OH:24])=[O:23])[CH:12]=[CH:11][C:10]=1[C:13]1[CH:18]=[C:17]([F:19])[CH:16]=[C:15]([F:20])[CH:14]=1. (2) Given the reactants [O:1]1[CH2:7][CH2:6][CH2:5][N:4]([C:8]2[N:12]3[CH:13]=[C:14]([O:17][C@H:18]4[C:27]5[C:22](=[CH:23][CH:24]=[CH:25][CH:26]=5)[C@@H:21]([NH2:28])[CH2:20][CH2:19]4)[CH:15]=[CH:16][C:11]3=[N:10][N:9]=2)[CH2:3][CH2:2]1.ClC(Cl)(Cl)C[O:32][C:33](=O)[NH:34][C:35]1[N:36]([C:44]2[CH:49]=[CH:48][C:47]([CH3:50])=[CH:46][CH:45]=2)[N:37]=[C:38]([C:40]([CH3:43])([CH3:42])[CH3:41])[CH:39]=1.CCN(C(C)C)C(C)C, predict the reaction product. The product is: [C:40]([C:38]1[CH:39]=[C:35]([NH:34][C:33]([NH:28][C@@H:21]2[C:22]3[C:27](=[CH:26][CH:25]=[CH:24][CH:23]=3)[C@H:18]([O:17][C:14]3[CH:15]=[CH:16][C:11]4[N:12]([C:8]([N:4]5[CH2:5][CH2:6][CH2:7][O:1][CH2:2][CH2:3]5)=[N:9][N:10]=4)[CH:13]=3)[CH2:19][CH2:20]2)=[O:32])[N:36]([C:44]2[CH:49]=[CH:48][C:47]([CH3:50])=[CH:46][CH:45]=2)[N:37]=1)([CH3:43])([CH3:41])[CH3:42]. (3) Given the reactants [Br-].[Cl:2][C:3]1[CH:21]=[CH:20][C:6]([C:7](=[O:19])[CH2:8][N+:9]2[C:18]3[C:13](=[CH:14][CH:15]=[CH:16][CH:17]=3)[CH:12]=[CH:11][CH:10]=2)=[CH:5][CH:4]=1.[Cr](O[Cr]([O-])(=O)=O)([O-])(=O)=O.C(=O)(O)[O-].[Na+].[C:36](#[N:39])[CH:37]=[CH2:38], predict the reaction product. The product is: [Cl:2][C:3]1[CH:21]=[CH:20][C:6]([C:7]([C:8]2[N:9]3[C:18]4[C:13]([CH:12]=[CH:11][C:10]3=[C:37]([C:36]#[N:39])[CH:38]=2)=[CH:14][CH:15]=[CH:16][CH:17]=4)=[O:19])=[CH:5][CH:4]=1. (4) Given the reactants C([O:4][CH2:5][CH:6]1[CH:11]([O:12]C(=O)C)[CH:10]([O:16]C(=O)C)[CH:9]([O:20]C(=O)C)[CH:8]([O:24][C:25]2[CH:29]=[CH:28][S:27][C:26]=2[CH:30]=[CH:31][C:32]2[CH:37]=[CH:36][C:35]([O:38][CH3:39])=[CH:34][CH:33]=2)[O:7]1)(=O)C.C[O-].[Na+], predict the reaction product. The product is: [OH:4][CH2:5][CH:6]1[CH:11]([OH:12])[CH:10]([OH:16])[CH:9]([OH:20])[CH:8]([O:24][C:25]2[CH:29]=[CH:28][S:27][C:26]=2[CH:30]=[CH:31][C:32]2[CH:33]=[CH:34][C:35]([O:38][CH3:39])=[CH:36][CH:37]=2)[O:7]1.